Dataset: Reaction yield outcomes from USPTO patents with 853,638 reactions. Task: Predict the reaction yield, written as a fraction of the theoretical maximum amount of product (1.0 means a 100% yield; for example, 0.34 means a 34% yield). (1) The reactants are Cl[C:2]1([C:19]2[CH:24]=[CH:23][CH:22]=[CH:21][CH:20]=2)[C:10]2[C:5](=[CH:6][CH:7]=[C:8]([C:11]3[C:12]([CH3:17])=[N:13][O:14][C:15]=3[CH3:16])[CH:9]=2)[NH:4][C:3]1=[O:18].CCN(C(C)C)C(C)C.[N:34]1([C:40]([O:42][C:43]([CH3:46])([CH3:45])[CH3:44])=[O:41])[CH2:39][CH2:38][NH:37][CH2:36][CH2:35]1. The catalyst is C1COCC1.O. The product is [CH3:17][C:12]1[C:11]([C:8]2[CH:9]=[C:10]3[C:5](=[CH:6][CH:7]=2)[NH:4][C:3](=[O:18])[C:2]3([N:37]2[CH2:36][CH2:35][N:34]([C:40]([O:42][C:43]([CH3:46])([CH3:45])[CH3:44])=[O:41])[CH2:39][CH2:38]2)[C:19]2[CH:20]=[CH:21][CH:22]=[CH:23][CH:24]=2)=[C:15]([CH3:16])[O:14][N:13]=1. The yield is 0.960. (2) The reactants are [S:1]1[C:5]2[CH:6]=[CH:7][CH:8]=[CH:9][C:4]=2[N:3]=[C:2]1[C:10](=[C:13](O)[C:14]1[CH:19]=[CH:18][C:17]([N+:20]([O-:22])=[O:21])=[CH:16][CH:15]=1)[C:11]#[N:12].O=P(Cl)(Cl)[Cl:26]. No catalyst specified. The product is [S:1]1[C:5]2[CH:6]=[CH:7][CH:8]=[CH:9][C:4]=2[N:3]=[C:2]1[C:10](=[C:13]([Cl:26])[C:14]1[CH:19]=[CH:18][C:17]([N+:20]([O-:22])=[O:21])=[CH:16][CH:15]=1)[C:11]#[N:12]. The yield is 0.950. (3) The reactants are [OH:1][C:2]1([CH2:36][CH2:37][OH:38])[CH2:7][CH2:6][CH:5]([N:8]2[C:13](=[O:14])[C:12]([CH2:15][C:16]3[CH:21]=[CH:20][C:19]([C:22]4[C:23]([C:28]#[N:29])=[CH:24][CH:25]=[CH:26][CH:27]=4)=[CH:18][CH:17]=3)=[C:11]([CH2:30][CH2:31][CH3:32])[N:10]3[N:33]=[CH:34][N:35]=[C:9]23)[CH2:4][CH2:3]1.FC(F)(F)S(O[Si](C(C)(C)C)(C)C)(=O)=O.[N:54]1C(C)=CC=CC=1C.[Cl-].O[NH3+].[C:65](=[O:68])([O-])[OH:66].[Na+]. The catalyst is C(OCC)(=O)C.CS(C)=O.O1CCCC1. The product is [OH:1][C:2]1([CH2:36][CH2:37][OH:38])[CH2:3][CH2:4][CH:5]([N:8]2[C:13](=[O:14])[C:12]([CH2:15][C:16]3[CH:17]=[CH:18][C:19]([C:22]4[CH:27]=[CH:26][CH:25]=[CH:24][C:23]=4[C:28]4[NH:54][C:65](=[O:68])[O:66][N:29]=4)=[CH:20][CH:21]=3)=[C:11]([CH2:30][CH2:31][CH3:32])[N:10]3[N:33]=[CH:34][N:35]=[C:9]23)[CH2:6][CH2:7]1. The yield is 0.230. (4) The reactants are Br[C:2]1[CH:7]=[CH:6][C:5]([C:8]([CH3:12])([CH3:11])[C:9]#[N:10])=[C:4]([Cl:13])[CH:3]=1.[CH:14]1([C@:19]([OH:26])([CH:24]=[CH2:25])[CH2:20][C:21]([OH:23])=[O:22])[CH2:18][CH2:17][CH2:16][CH2:15]1.CC([O-])=O.[Na+].[H][H]. The catalyst is CC(N(C)C)=O.CCO.CC([O-])=O.CC([O-])=O.[Pd+2].[OH-].[OH-].[Pd+2]. The product is [Cl:13][C:4]1[CH:3]=[C:2]([CH:25]=[CH:24][C:19]([CH:14]2[CH2:15][CH2:16][CH2:17][CH2:18]2)([OH:26])[CH2:20][C:21]([OH:23])=[O:22])[CH:7]=[CH:6][C:5]=1[C:8]([C:9]#[N:10])([CH3:12])[CH3:11]. The yield is 1.00. (5) The product is [Cl:1][C:2]1[C:3]([NH:18][C:19]2[C:27]([F:28])=[CH:26][CH:25]=[CH:24][C:20]=2[C:21]([NH:37][O:38][CH3:39])=[O:22])=[CH:4][C:5]([NH:8][C:9]2[N:13]([CH:14]([CH3:15])[CH3:16])[N:12]=[C:11]([CH3:17])[CH:10]=2)=[N:6][CH:7]=1. The catalyst is CN(C)C=O.C(O)(=O)C.O. The reactants are [Cl:1][C:2]1[C:3]([NH:18][C:19]2[C:27]([F:28])=[CH:26][CH:25]=[CH:24][C:20]=2[C:21](O)=[O:22])=[CH:4][C:5]([NH:8][C:9]2[N:13]([CH:14]([CH3:16])[CH3:15])[N:12]=[C:11]([CH3:17])[CH:10]=2)=[N:6][CH:7]=1.C1C=CC2[N:37]([OH:38])N=NC=2C=1.[CH2:39](Cl)CCl.CCN(C(C)C)C(C)C. The yield is 0.305. (6) The reactants are [Cl:1][C:2]1[CH:3]=[C:4]([C:8]([Cl:11])=[CH:9][N:10]=1)[C:5]([OH:7])=O.CN(C(ON1N=NC2C=CC=NC1=2)=[N+](C)C)C.F[P-](F)(F)(F)(F)F.CCN(CC)CC.[NH2:43][C:44]1[CH:68]=[CH:67][C:47]2[CH2:48][CH2:49][C:50]3[C:51]([C:64]([NH2:66])=[O:65])=[N:52][N:53]([C:55]4[CH:63]=[CH:62][C:58]5[O:59][CH2:60][O:61][C:57]=5[CH:56]=4)[C:54]=3[C:46]=2[CH:45]=1. The catalyst is CN(C=O)C. The product is [O:59]1[C:58]2[CH:62]=[CH:63][C:55]([N:53]3[C:54]4[C:46]5[CH:45]=[C:44]([NH:43][C:5](=[O:7])[C:4]6[C:8]([Cl:11])=[CH:9][N:10]=[C:2]([Cl:1])[CH:3]=6)[CH:68]=[CH:67][C:47]=5[CH2:48][CH2:49][C:50]=4[C:51]([C:64]([NH2:66])=[O:65])=[N:52]3)=[CH:56][C:57]=2[O:61][CH2:60]1. The yield is 0.730.